From a dataset of Catalyst prediction with 721,799 reactions and 888 catalyst types from USPTO. Predict which catalyst facilitates the given reaction. (1) Reactant: [CH3:1][CH2:2][CH2:3][CH2:4][C:5]1[N:9]([CH2:10][C:11]2[CH:16]=[CH:15][C:14]([C:17]3[C:22]([C:23]4[N:27]=[N:26][N:25](C(C5C=CC=CC=5)(C5C=CC=CC=5)C5C=CC=CC=5)[N:24]=4)=[CH:21][CH:20]=[CH:19][CH:18]=3)=[CH:13][CH:12]=2)[C:8]([CH2:47][OH:48])=[C:7]([Cl:49])[N:6]=1.[OH-].[K+:51]. Product: [CH3:1][CH2:2][CH2:3][CH2:4][C:5]1[N:9]([CH2:10][C:11]2[CH:16]=[CH:15][C:14]([C:17]3[CH:18]=[CH:19][CH:20]=[CH:21][C:22]=3[C:23]3[N:27]=[N:26][N-:25][N:24]=3)=[CH:13][CH:12]=2)[C:8]([CH2:47][OH:48])=[C:7]([Cl:49])[N:6]=1.[K+:51]. The catalyst class is: 40. (2) Reactant: [CH3:1][C:2]1[C:10]([C:11](=O)[CH3:12])=[C:5]2[CH:6]=[CH:7][CH:8]=[CH:9][N:4]2[N:3]=1.[CH3:14][Mg]Br. Product: [C:11]([C:10]1[C:2]([CH3:1])=[N:3][N:4]2[CH:9]=[CH:8][CH:7]=[CH:6][C:5]=12)([CH3:12])=[CH2:14]. The catalyst class is: 28.